Dataset: Experimentally validated miRNA-target interactions with 360,000+ pairs, plus equal number of negative samples. Task: Binary Classification. Given a miRNA mature sequence and a target amino acid sequence, predict their likelihood of interaction. (1) The miRNA is hsa-miR-548y with sequence AAAAGUAAUCACUGUUUUUGCC. The protein sequence of the target gene is MPLTGVEPARMNRKKGDKGFESPRPYKLTHQVVCINNINFQRKSVVGFVELTIFPTVANLNRIKLNSKQCRIYRVRINDLEAAFIYNDPTLEVCHSESKQRNLNYFSNAYAAAVSAVDPDAGNGELCIKVPSELWKHVDELKVLKIHINFSLDQPKGGLHFVVPSVEGSMAERGAHVFSCGYQNSTRFWFPCVDSYSELCTWKLEFTVDAAMVAVSNGDLVETVYTHDMRKKTFHYMLTIPTAASNISLAIGPFEILVDPYMHEVTHFCLPQLLPLLKHTTSYLHEVFEFYEEILTCRYP.... Result: 0 (no interaction). (2) The miRNA is hsa-miR-6513-3p with sequence UCAAGUGUCAUCUGUCCCUAG. The protein sequence of the target gene is MFRIGRRQLWKHSVTRVLTQRLKGEKEAKRALLDARHNYLFAIVASCLDLNKTEVEDAILEGNQIERIDQLFAVGGLRHLMFYYQDVEEAETGQLGSLGGVNLVSGKIKKPKVFVTEGNDVALTGVCVFFIRTDPSKAITPDNIHQEVSFNMLDAADGGLLNSVRRLLSDIFIPALRATSHGWGELEGLQDAANIRQEFLSSLEGFVNVLSGAQESLKEKVNLRKCDILELKTLKEPTDYLTLANNPETLGKIEDCMKVWIKQTEQVLAENNQLLKEADDVGPRAELEHWKKRLSKFNYL.... Result: 0 (no interaction).